Dataset: Experimentally validated miRNA-target interactions with 360,000+ pairs, plus equal number of negative samples. Task: Binary Classification. Given a miRNA mature sequence and a target amino acid sequence, predict their likelihood of interaction. (1) The protein sequence of the target gene is MATSLDFKTYVDQACRAAEEFVNIYYETMDKRRRALTRLYLDKATLIWNGNAVSGLDALNNFFDTLPSSEFQVNMLDCQPVHEQATQSQTTVLVVTSGTVKFDGNKQHFFNQNFLLTAQSTPNNTVWKIASDCFRFQDWSSS. The miRNA is hsa-miR-7-5p with sequence UGGAAGACUAGUGAUUUUGUUGUU. Result: 1 (interaction). (2) The miRNA is hsa-miR-8064 with sequence AGCACACUGAGCGAGCGGAC. The protein sequence of the target gene is MTMTANKNSSITHGAGGTKAPRGTLSRSQSVSPPPVLSPPRSPIYPLSDSETSACRYPSHSSSRVLLKDRHPPAPSPQNPQDPSPDTSPPTCPFKTASFGYLDRSPSACKRDAQKESVQGAAQDVAGVAACLPLAQSTPFPGPAAGPRGVLLTRTGTRAHSLGIREKISAWEGRREASPRMSMCGEKREGSGSEWAASEGCPSLGCPSVVPSPCSSEKTFDFKGLRRMSRTFSECSYPETEEEGEALPVRDSFYRLEKRLGRSEPSAFLRGHGSRKESSAVLSRIQKIEQVLKEQPGRGL.... Result: 0 (no interaction). (3) The miRNA is hsa-let-7b-5p with sequence UGAGGUAGUAGGUUGUGUGGUU. The protein sequence of the target gene is MWKRWLALALALVAVAWVRAEEELRSKSKICANVFCGAGRECAVTEKGEPTCLCIEQCKPHKRPVCGSNGKTYLNHCELHRDACLTGSKIQVDYDGHCKEKKSVSPSASPVVCYQSNRDELRRRIIQWLEAEIIPDGWFSKGSNYSEILDKYFKNFDNGDSRLDSSEFLKFVEQNETAINITTYPDQENNKLLRGLCVDALIELSDENADWKLSFQEFLKCLNPSFNPPEKKCALEDETYADGAETEVDCNRCVCACGNWVCTAMTCDGKNQKGAQTQTEEEMTRYVQELQKHQETAEKT.... Result: 1 (interaction). (4) The miRNA is mmu-miR-130a-3p with sequence CAGUGCAAUGUUAAAAGGGCAU. The protein sequence of the target gene is MITSELPVLQDSTNETTAHSDAGSELEETEVKGKRKRGRPGRPPSTNKKPRKSPGEKSRIEAGIRGAGRGRANGHPQQNGDGDPVTLFEVVKLGKSAMQSVVDDWIELYKQDRDIALLDLINFFIQCSGCRGTVRIEMFRNMQNAEIIRKMTEEFDEDSGDYPLTMPGPQWKKFRSNFCEFIGVLIRQCQYSIIYDEYMMDTVISLLTGLSDSQVRAFRHTSTLAAMKLMTALVNVALNLSIHQDNTQRQYEAERNKMIGKRANERLELLLQKRKELQENQDEIENMMNSIFKGIFVHRY.... Result: 0 (no interaction). (5) The miRNA is hsa-miR-302b-5p with sequence ACUUUAACAUGGAAGUGCUUUC. The protein sequence of the target gene is MAAVGRVGSFGSSPPGLASTYASGPLANELASGSGGPAAGDDEDGQNLWSCILSEVSTRSRSKLPTGKNVLLLGEDGAGKTSLIRRIQGIEEYKKGRGLEYLYLNVHDEDRDDQTRCNVWILDGDLYHKGLLKFSLDALSLRDTLVMLVVDMSKPWTALDSLQKWASVVREHVDKLKIPPEEMKEMEQKLIRDFQEYVEPGEDFPASPQRRTTGAQEDRGDSVVLPLGADTLTHNLGLPVLVVCTKCDAISVLEKEHDYRDEHFDFIQSHIRKFCLQYGAALIYTSVKENKNIDLVYKYI.... Result: 0 (no interaction). (6) The miRNA is mmu-miR-501-3p with sequence AAUGCACCCGGGCAAGGAUUUG. The protein sequence of the target gene is MSWFNASQLSSFAKQALSQAQKSIDRVLDIQEEEPSAWAEAIPYGEPGISPPVSGGWDTSTWGLNSTSSEPQSPPTASQAITKPVRRTVVDESENFFSAFLSPSDAHTIQKSPVVSKPPSKSQRPEEEVKSSLQESSSPGQSRVSETAEVRDSVCVSGETSAVGTPSPVPEDKHEETAGEESEVKVPTVRLKASENVVNVNTTEDVSTTSTQSLTAETKDMALEPKEQKHEDRQSNTPSPPVSSFSSGTSTTSDIEVLDHESVISESSASSRQETSDAKSSLHLMQTSFQLLSASACPEY.... Result: 0 (no interaction).